Predict the reactants needed to synthesize the given product. From a dataset of Full USPTO retrosynthesis dataset with 1.9M reactions from patents (1976-2016). The reactants are: [OH:1]/[N:2]=[C:3](\[C:10]#[N:11])/[C:4]1[CH:9]=[CH:8][CH:7]=[CH:6][CH:5]=1.[CH3:12][C:13]1[CH:18]=[CH:17][C:16]([S:19](Cl)(=[O:21])=[O:20])=[CH:15][CH:14]=1. Given the product [S:19]([O:1]/[N:2]=[C:3](\[C:10]#[N:11])/[C:4]1[CH:9]=[CH:8][CH:7]=[CH:6][CH:5]=1)([C:16]1[CH:17]=[CH:18][C:13]([CH3:12])=[CH:14][CH:15]=1)(=[O:21])=[O:20], predict the reactants needed to synthesize it.